Task: Predict the reactants needed to synthesize the given product.. Dataset: Full USPTO retrosynthesis dataset with 1.9M reactions from patents (1976-2016) (1) Given the product [C:80]([O:88][C@@H:89]1[C@H:94]([O:95][Si:96]([C:99]([CH3:100])([CH3:101])[CH3:102])([CH3:97])[CH3:98])[C@H:93]([O:103][Si:104]([C:107]([CH3:108])([CH3:109])[CH3:110])([CH3:106])[CH3:105])[C@H:92]([C@@H:111]([O:115][Si:116]([C:119]([CH3:122])([CH3:121])[CH3:120])([CH3:117])[CH3:118])/[CH:112]=[CH:113]/[CH:62]([OH:63])[CH2:61][CH2:60][C@H:56]2[CH2:57][C:58](=[CH2:59])[C@H:54]([CH2:53][CH2:52][C@H:46]3[CH2:47][C@@H:48]([CH3:51])[C:49](=[CH2:50])[C@@H:44]([CH2:43][C@H:41]4[C@H:40]([CH2:64][C:65]([O:67][CH3:68])=[O:66])[C@@H:39]([O:69][CH3:70])[C@@H:38]([CH2:37][C@H:36]([O:35][Si:28]([C:31]([CH3:34])([CH3:33])[CH3:32])([CH3:30])[CH3:29])[CH2:71][O:72][Si:73]([C:76]([CH3:78])([CH3:77])[CH3:79])([CH3:74])[CH3:75])[O:42]4)[O:45]3)[O:55]2)[O:91][C@H:90]1[CH2:123][CH:124]=[CH2:125])(=[O:87])[C:81]1[CH:82]=[CH:83][CH:84]=[CH:85][CH:86]=1, predict the reactants needed to synthesize it. The reactants are: C([C@H]1COC(C2C=CC=C(C)C=2NS(C)(=O)=O)=N1)(C)C.C(N(CC)CC)C.[Si:28]([O:35][C@H:36]([CH2:71][O:72][Si:73]([C:76]([CH3:79])([CH3:78])[CH3:77])([CH3:75])[CH3:74])[CH2:37][C@H:38]1[O:42][C@@H:41]([CH2:43][C@@H:44]2[C:49](=[CH2:50])[C@H:48]([CH3:51])[CH2:47][C@H:46]([CH2:52][CH2:53][C@H:54]3[C:58](=[CH2:59])[CH2:57][C@H:56]([CH2:60][CH2:61][CH:62]=[O:63])[O:55]3)[O:45]2)[C@H:40]([CH2:64][C:65]([O:67][CH3:68])=[O:66])[C@H:39]1[O:69][CH3:70])([C:31]([CH3:34])([CH3:33])[CH3:32])([CH3:30])[CH3:29].[C:80]([O:88][C@@H:89]1[C@H:94]([O:95][Si:96]([C:99]([CH3:102])([CH3:101])[CH3:100])([CH3:98])[CH3:97])[C@H:93]([O:103][Si:104]([C:107]([CH3:110])([CH3:109])[CH3:108])([CH3:106])[CH3:105])[C@H:92]([C@@H:111]([O:115][Si:116]([C:119]([CH3:122])([CH3:121])[CH3:120])([CH3:118])[CH3:117])/[CH:112]=[CH:113]/I)[O:91][C@H:90]1[CH2:123][CH:124]=[CH2:125])(=[O:87])[C:81]1[CH:86]=[CH:85][CH:84]=[CH:83][CH:82]=1.CC1C=CC2C(=C3C(=CC=2)C=CC(C)=N3)N=1. (2) Given the product [CH3:21][NH:22][C:23]([NH:25][C:26]1[CH:27]=[C:28]([C:2]2[N:6]3[N:7]=[CH:8][C:9]([C:11]4[CH:12]=[C:13]([CH:18]=[CH:19][CH:20]=4)[C:14]([O:16][CH3:17])=[O:15])=[CH:10][C:5]3=[N:4][CH:3]=2)[CH:29]=[CH:30][CH:31]=1)=[O:24], predict the reactants needed to synthesize it. The reactants are: I[C:2]1[N:6]2[N:7]=[CH:8][C:9]([C:11]3[CH:12]=[C:13]([CH:18]=[CH:19][CH:20]=3)[C:14]([O:16][CH3:17])=[O:15])=[CH:10][C:5]2=[N:4][CH:3]=1.[CH3:21][NH:22][C:23]([NH:25][C:26]1[CH:31]=[CH:30][CH:29]=[C:28](B2OC(C)(C)C(C)(C)O2)[CH:27]=1)=[O:24].C(=O)([O-])[O-].[Na+].[Na+]. (3) Given the product [Cl:13][C:14]1[CH:15]=[C:16]([CH:19]=[CH:20][C:21]=1[CH2:22][CH:23]([CH3:25])[CH3:24])[C:17]([OH:5])=[O:18], predict the reactants needed to synthesize it. The reactants are: Cl([O-])=O.[Na+].[OH2:5].O.P([O-])(O)(O)=O.[Na+].[Cl:13][C:14]1[CH:15]=[C:16]([CH:19]=[CH:20][C:21]=1[CH2:22][CH:23]([CH3:25])[CH3:24])[CH:17]=[O:18]. (4) Given the product [CH3:7][C:4]1[O:3][C:2]([C:1]2[CH2:52][C:36]3[C:37]([CH:51]=2)=[C:38]([C:41]2[CH:42]=[CH:43][C:44]([C:47]([CH3:49])([CH3:48])[CH3:50])=[CH:45][CH:46]=2)[C:39]([CH3:40])=[C:34]([CH3:33])[CH:35]=3)=[CH:6][CH:5]=1, predict the reactants needed to synthesize it. The reactants are: [CH3:1][C:2]1[O:3][CH:4]=[CH:5][CH:6]=1.[CH2:7]([Li])CCC.CCCCCC.B(OC)(OC)OC.C(=O)([O-])[O-].[Na+].[Na+].BrC1[CH2:33][C:34]2[C:39]([CH:40]=1)=[C:38]([C:41]1[CH:46]=[CH:45][C:44]([C:47]([CH3:50])([CH3:49])[CH3:48])=[CH:43][CH:42]=1)[C:37]([CH3:51])=[C:36]([CH3:52])[CH:35]=2. (5) Given the product [F:1][C:2]1[C:11]([O:12][CH2:19][C@@H:20]2[CH2:21][O:22]2)=[C:10]2[C:5]([CH:6]=[CH:7][C:8]([O:13][CH3:14])=[N:9]2)=[N:4][CH:3]=1, predict the reactants needed to synthesize it. The reactants are: [F:1][C:2]1[CH:3]=[N:4][C:5]2[C:10]([C:11]=1[OH:12])=[N:9][C:8]([O:13][CH3:14])=[CH:7][CH:6]=2.S(C1C=CC([N+]([O-])=O)=CC=1)(O[CH2:19][CH:20]1[O:22][CH2:21]1)(=O)=O.